This data is from Reaction yield outcomes from USPTO patents with 853,638 reactions. The task is: Predict the reaction yield, written as a fraction of the theoretical maximum amount of product (1.0 means a 100% yield; for example, 0.34 means a 34% yield). (1) The reactants are Br[CH2:2][C:3]([C:5]1[CH:10]=[CH:9][N:8]=[C:7]([Cl:11])[CH:6]=1)=O.[CH3:12][C:13]1[CH:14]=[C:15]([NH:19][C:20]([NH2:22])=[S:21])[CH:16]=[CH:17][CH:18]=1.N. The catalyst is CCO.O. The product is [Cl:11][C:7]1[CH:6]=[C:5]([C:3]2[N:22]=[C:20]([NH:19][C:15]3[CH:16]=[CH:17][CH:18]=[C:13]([CH3:12])[CH:14]=3)[S:21][CH:2]=2)[CH:10]=[CH:9][N:8]=1. The yield is 0.940. (2) The reactants are [CH:1]1([N:4]2[C:13]3[C:8](=[CH:9][C:10]([F:15])=[C:11]([F:14])[CH:12]=3)[C:7](=[O:16])[C:6]([C:17]#N)=[CH:5]2)[CH2:3][CH2:2]1.O.[PH2](=O)[O-:21].[Na+]. The catalyst is C(O)(=O)C.O.N1C=CC=CC=1.[Ni]. The product is [CH:1]1([N:4]2[C:13]3[C:8](=[CH:9][C:10]([F:15])=[C:11]([F:14])[CH:12]=3)[C:7](=[O:16])[C:6]([CH:17]=[O:21])=[CH:5]2)[CH2:3][CH2:2]1. The yield is 0.640. (3) The reactants are [NH2:1][C:2]1[CH:3]=[CH:4][C:5]([Cl:11])=[C:6]([CH:10]=1)[C:7]([OH:9])=[O:8].[C:12]([CH2:15][S:16][C:17](=S)[S:18]CC(O)=O)(O)=[O:13].C(=O)([O-])[O-].[Na+].[Na+].Cl. The catalyst is O. The product is [C:7]([C:6]1[CH:10]=[C:2]([N:1]2[C:12](=[O:13])[CH2:15][S:16][C:17]2=[S:18])[CH:3]=[CH:4][C:5]=1[Cl:11])([OH:9])=[O:8]. The yield is 0.766. (4) The reactants are [CH3:1][O:2][C:3]1[CH:4]=[C:5]2[C:10](=[CH:11][CH:12]=1)[CH:9]=[C:8]([C:13]1[N:14]=[C:15]([C:24]([CH3:28])([CH3:27])[CH2:25][NH2:26])[NH:16][C:17]=1[C:18]1[CH:23]=[CH:22][N:21]=[CH:20][CH:19]=1)[CH:7]=[CH:6]2.[Cl:29][CH2:30][CH2:31][CH2:32][S:33](Cl)(=[O:35])=[O:34]. No catalyst specified. The product is [Cl:29][CH2:30][CH2:31][CH2:32][S:33]([NH:26][CH2:25][C:24]([C:15]1[NH:16][C:17]([C:18]2[CH:23]=[CH:22][N:21]=[CH:20][CH:19]=2)=[C:13]([C:8]2[CH:7]=[CH:6][C:5]3[C:10](=[CH:11][CH:12]=[C:3]([O:2][CH3:1])[CH:4]=3)[CH:9]=2)[N:14]=1)([CH3:28])[CH3:27])(=[O:35])=[O:34]. The yield is 0.400. (5) The reactants are [CH:1]1([C:4]([NH:6][C:7]2[N:8]=[CH:9][C:10]3[C:15]([CH:16]=2)=[CH:14][CH:13]=[C:12]([C:17]2[C:18]([CH3:27])=[N:19][CH:20]=[C:21]([CH:26]=2)[C:22](OC)=[O:23])[CH:11]=3)=[O:5])[CH2:3][CH2:2]1.[AlH4-].[Li+]. The catalyst is O1CCCC1. The product is [OH:23][CH2:22][C:21]1[CH:26]=[C:17]([C:12]2[CH:11]=[C:10]3[C:15]([CH:16]=[C:7]([NH:6][C:4]([CH:1]4[CH2:3][CH2:2]4)=[O:5])[N:8]=[CH:9]3)=[CH:14][CH:13]=2)[C:18]([CH3:27])=[N:19][CH:20]=1. The yield is 0.410. (6) The reactants are Cl[C:2]1[N:11]=[C:10]([N:12]([C:14]2[CH:19]=[CH:18][C:17]([O:20][CH3:21])=[CH:16][CH:15]=2)[CH3:13])[C:9]2[C:4](=[CH:5][CH:6]=[CH:7][CH:8]=2)[N:3]=1.[NH4+].[F-:23]. The catalyst is CN1CCCC1=O.C(Cl)Cl. The product is [F:23][C:2]1[N:11]=[C:10]([N:12]([C:14]2[CH:19]=[CH:18][C:17]([O:20][CH3:21])=[CH:16][CH:15]=2)[CH3:13])[C:9]2[C:4](=[CH:5][CH:6]=[CH:7][CH:8]=2)[N:3]=1. The yield is 0.100.